This data is from Catalyst prediction with 721,799 reactions and 888 catalyst types from USPTO. The task is: Predict which catalyst facilitates the given reaction. (1) Reactant: [CH3:1][N:2]1[C:7]2=[CH:8][S:9][C:10](C)=[C:6]2[C:5](=[O:12])[N:4]([CH3:13])[C:3]1=[O:14].[Br:15][C:16]1[CH:21]=[CH:20][C:19]([C:22]2[O:26][N:25]=[C:24]([NH2:27])[CH:23]=2)=[CH:18][CH:17]=1.CCN=C=NC[CH2:34][CH2:35]N(C)C.Cl.C1C=CC2N([OH:49])N=NC=2C=1. Product: [Br:15][C:16]1[CH:17]=[CH:18][C:19]([C:22]2[O:26][N:25]=[C:24]([NH:27][C:34](=[O:49])[CH2:35][C:7]3[C:6]4[C:5](=[O:12])[N:4]([CH3:13])[C:3](=[O:14])[N:2]([CH3:1])[C:10]=4[S:9][CH:8]=3)[CH:23]=2)=[CH:20][CH:21]=1. The catalyst class is: 864. (2) Reactant: [O:1]([CH2:8][C:9]1[CH:14]=[CH:13][C:12]([C:15]2[NH:36][C:18]3=[N:19][CH:20]=[C:21]([CH:23]4[CH2:28][CH2:27][CH2:26][N:25](C(OC(C)(C)C)=O)[CH2:24]4)[CH:22]=[C:17]3[N:16]=2)=[CH:11][CH:10]=1)[C:2]1[CH:7]=[CH:6][CH:5]=[CH:4][CH:3]=1.FC(F)(F)C(O)=O. The catalyst class is: 2. Product: [O:1]([CH2:8][C:9]1[CH:14]=[CH:13][C:12]([C:15]2[NH:36][C:18]3=[N:19][CH:20]=[C:21]([CH:23]4[CH2:28][CH2:27][CH2:26][NH:25][CH2:24]4)[CH:22]=[C:17]3[N:16]=2)=[CH:11][CH:10]=1)[C:2]1[CH:3]=[CH:4][CH:5]=[CH:6][CH:7]=1. (3) Reactant: Cl.[OH:2][C:3]1[C:12]2[C:7](=[CH:8][CH:9]=[CH:10][CH:11]=2)[C@:6]([CH2:22][CH2:23][CH:24]([CH3:26])[CH3:25])([C:13]([O:15][CH2:16][C@H:17]2[CH2:21][CH2:20][CH2:19][NH:18]2)=[O:14])[C:5](=[O:27])[C:4]=1[C:28]1[NH:33][C:32]2[CH:34]=[CH:35][C:36]([NH:38][S:39]([CH3:42])(=[O:41])=[O:40])=[CH:37][C:31]=2[S:30](=[O:44])(=[O:43])[N:29]=1.[CH3:45][O:46][C:47](Cl)=[O:48].C(N(CC)CC)C. Product: [OH:2][C:3]1[C:12]2[C:7](=[CH:8][CH:9]=[CH:10][CH:11]=2)[C@@:6]([C:13]([O:15][CH2:16][C@H:17]2[CH2:21][CH2:20][CH2:19][N:18]2[C:47]([O:46][CH3:45])=[O:48])=[O:14])([CH2:22][CH2:23][CH:24]([CH3:26])[CH3:25])[C:5](=[O:27])[C:4]=1[C:28]1[NH:33][C:32]2[CH:34]=[CH:35][C:36]([NH:38][S:39]([CH3:42])(=[O:41])=[O:40])=[CH:37][C:31]=2[S:30](=[O:44])(=[O:43])[N:29]=1. The catalyst class is: 4. (4) Reactant: [CH:1]1[C:21]([Br:22])=[C:20]2[C:4]3[C:5]([C:15]([O:17][C:18]2=[O:19])=O)=[CH:6][C:7]([Br:14])=[C:8]2[C:9](O[C:12](=[O:13])[C:2]=1[C:3]=32)=[O:10].[CH2:23]([NH2:29])[CH:24]1[O:28][CH2:27][CH2:26][CH2:25]1. Product: [Br:22][C:21]1[C:20]2[C:18](=[O:19])[N:29]([CH2:23][CH:24]3[CH2:25][CH2:26][CH2:27][O:28]3)[C:15](=[O:17])[C:5]3=[CH:6][C:7]([Br:14])=[C:8]4[C:3]([C:4]=23)=[C:2]([C:12](=[O:13])[N:29]([CH2:23][CH:24]2[CH2:25][CH2:26][CH2:27][O:28]2)[C:9]4=[O:10])[CH:1]=1. The catalyst class is: 15. (5) Reactant: [NH2:1][C:2]1[S:3][CH:4]=[N:5][N:6]=1.[CH2:7]([C:11]1[CH:16]=[CH:15][C:14]([S:17](Cl)(=[O:19])=[O:18])=[CH:13][CH:12]=1)[CH2:8][CH2:9][CH3:10].O. Product: [CH2:7]([C:11]1[CH:16]=[CH:15][C:14]([S:17]([NH:1][C:2]2[S:3][CH:4]=[N:5][N:6]=2)(=[O:19])=[O:18])=[CH:13][CH:12]=1)[CH2:8][CH2:9][CH3:10]. The catalyst class is: 17. (6) Reactant: [CH2:1]([O:8][NH:9][C:10](=O)[CH:11]([CH2:17][OH:18])[CH2:12][CH2:13][CH2:14][CH2:15][CH3:16])[C:2]1[CH:7]=[CH:6][CH:5]=[CH:4][CH:3]=1.C1(P(C2C=CC=CC=2)C2C=CC=CC=2)C=CC=CC=1.N(C(OCC)=O)=NC(OCC)=O. Product: [CH2:1]([O:8][N:9]1[CH2:10][CH:11]([CH2:12][CH2:13][CH2:14][CH2:15][CH3:16])[C:17]1=[O:18])[C:2]1[CH:7]=[CH:6][CH:5]=[CH:4][CH:3]=1. The catalyst class is: 1. (7) Reactant: [CH2:1]([O:8][C:9]1[CH:14]=[CH:13][CH:12]=[C:11]([O:15][CH3:16])[C:10]=1Br)[C:2]1[CH:7]=[CH:6][CH:5]=[CH:4][CH:3]=1.C([Li])CCC.C[O:24][B:25](OC)[O:26]C. Product: [CH2:1]([O:8][C:9]1[CH:14]=[CH:13][CH:12]=[C:11]([O:15][CH3:16])[C:10]=1[B:25]([OH:26])[OH:24])[C:2]1[CH:7]=[CH:6][CH:5]=[CH:4][CH:3]=1. The catalyst class is: 1.